Dataset: Full USPTO retrosynthesis dataset with 1.9M reactions from patents (1976-2016). Task: Predict the reactants needed to synthesize the given product. Given the product [C:1]([O:5][C:6](=[O:43])[N:7]([CH2:8][C:9]1[CH:14]=[CH:13][C:12]([O:15][CH3:16])=[CH:11][C:10]=1[O:17][CH3:18])[C:19]1[CH:20]=[CH:21][C:22]2[N:27]([C:28]3[CH:29]=[CH:30][CH:31]=[CH:32][CH:33]=3)[C:26](=[O:35])[C:25]([CH3:41])([CH2:36][CH2:37][CH:38]([CH3:39])[CH3:40])[O:24][C:23]=2[N:42]=1)([CH3:2])([CH3:3])[CH3:4], predict the reactants needed to synthesize it. The reactants are: [C:1]([O:5][C:6](=[O:43])[N:7]([C:19]1[CH:20]=[CH:21][C:22]2[N:27]([C:28]3[CH:33]=[CH:32][CH:31]=[C:30](Cl)[CH:29]=3)[C:26](=[O:35])[C:25]([CH3:41])([CH2:36][CH:37]=[C:38]([CH3:40])[CH3:39])[O:24][C:23]=2[N:42]=1)[CH2:8][C:9]1[CH:14]=[CH:13][C:12]([O:15][CH3:16])=[CH:11][C:10]=1[O:17][CH3:18])([CH3:4])([CH3:3])[CH3:2].